Dataset: Forward reaction prediction with 1.9M reactions from USPTO patents (1976-2016). Task: Predict the product of the given reaction. (1) Given the reactants [CH3:1][CH:2]([CH3:34])[CH2:3][C:4]([N:6]([CH2:31][CH2:32][CH3:33])[C:7]1[S:8][CH:9]=[C:10]([C:12]2[C:13]3[CH:20]=[CH:19][N:18](S(C4C=CC(C)=CC=4)(=O)=O)[C:14]=3[N:15]=[CH:16][N:17]=2)[N:11]=1)=[O:5].[F-].C([N+](CCCC)(CCCC)CCCC)CCC, predict the reaction product. The product is: [CH3:1][CH:2]([CH3:34])[CH2:3][C:4]([N:6]([CH2:31][CH2:32][CH3:33])[C:7]1[S:8][CH:9]=[C:10]([C:12]2[C:13]3[CH:20]=[CH:19][NH:18][C:14]=3[N:15]=[CH:16][N:17]=2)[N:11]=1)=[O:5]. (2) Given the reactants Cl.[Cl:2][C:3]1[CH:8]=[CH:7][C:6]([OH:9])=[CH:5][C:4]=1[C:10]1[CH:34]=[C:33]([CH3:35])[C:13]2[N:14]=[C:15]([NH:18][C:19]3[CH:24]=[CH:23][C:22]([O:25][CH2:26][CH2:27][N:28]4[CH2:32][CH2:31][CH2:30][CH2:29]4)=[CH:21][CH:20]=3)[N:16]=[N:17][C:12]=2[CH:11]=1.CCN(CC)CC.[C:43](Cl)(=[O:45])[CH3:44], predict the reaction product. The product is: [Cl:2][C:3]1[CH:8]=[CH:7][C:6]([O:9][C:43](=[O:45])[CH3:44])=[CH:5][C:4]=1[C:10]1[CH:34]=[C:33]([CH3:35])[C:13]2[N:14]=[C:15]([NH:18][C:19]3[CH:24]=[CH:23][C:22]([O:25][CH2:26][CH2:27][N:28]4[CH2:32][CH2:31][CH2:30][CH2:29]4)=[CH:21][CH:20]=3)[N:16]=[N:17][C:12]=2[CH:11]=1. (3) Given the reactants [NH2:1][C:2]1[C:7]([O:8][C:9]2[CH:14]=[CH:13][CH:12]=[CH:11][CH:10]=2)=[C:6]([Br:15])[CH:5]=[CH:4][C:3]=1[OH:16].C(=O)([O-])[O-].[K+].[K+].Br[CH2:24][C:25](Br)=[O:26], predict the reaction product. The product is: [Br:15][C:6]1[CH:5]=[CH:4][C:3]2[O:16][CH2:24][C:25](=[O:26])[NH:1][C:2]=2[C:7]=1[O:8][C:9]1[CH:14]=[CH:13][CH:12]=[CH:11][CH:10]=1.